Dataset: Catalyst prediction with 721,799 reactions and 888 catalyst types from USPTO. Task: Predict which catalyst facilitates the given reaction. (1) Reactant: C(OC([N:8]1[CH2:13][CH2:12][CH2:11][CH2:10][CH:9]1[CH2:14][CH2:15][N:16]1[CH:20]=[CH:19][N:18]=[CH:17]1)=O)(C)(C)C.OS(O)(=O)=O. Product: [N:16]1([CH2:15][CH2:14][CH:9]2[CH2:10][CH2:11][CH2:12][CH2:13][NH:8]2)[CH:20]=[CH:19][N:18]=[CH:17]1. The catalyst class is: 71. (2) Reactant: Br[C:2]1[CH:7]=[CH:6][C:5]([S:8]([NH:11][C:12]2[CH:17]=[CH:16][C:15]([Cl:18])=[CH:14][C:13]=2[C:19]([C:21]2[CH:26]=[CH:25][N:24]=[CH:23][CH:22]=2)=[O:20])(=[O:10])=[O:9])=[CH:4][CH:3]=1.O.[O-]P([O-])([O-])=O.[K+].[K+].[K+].C1(P(C2C=CC=CC=2)C2C=CC3C(=CC=CC=3)C=2C2C3C(=CC=CC=3)C=CC=2P(C2C=CC=CC=2)C2C=CC=CC=2)C=CC=CC=1.C(OC([N:89]1[CH2:94][CH2:93][NH:92][CH2:91][CH2:90]1)=O)(C)(C)C. Product: [Cl:18][C:15]1[CH:16]=[CH:17][C:12]([NH:11][S:8]([C:5]2[CH:6]=[CH:7][C:2]([N:89]3[CH2:94][CH2:93][NH:92][CH2:91][CH2:90]3)=[CH:3][CH:4]=2)(=[O:10])=[O:9])=[C:13]([C:19]([C:21]2[CH:26]=[CH:25][N:24]=[CH:23][CH:22]=2)=[O:20])[CH:14]=1. The catalyst class is: 505. (3) Reactant: [Cl:1][C:2]1[CH:3]=[C:4]([NH:16][C:17]2[C:26]3[C:21](=[CH:22][C:23]([O:39][CH2:40][CH3:41])=[C:24]([NH:27][C:28](=[O:38])[CH2:29]P(OCC)(OCC)=O)[CH:25]=3)[N:20]=[CH:19][C:18]=2[C:42]#[N:43])[CH:5]=[CH:6][C:7]=1[O:8][CH2:9][C:10]1[CH:15]=[CH:14][CH:13]=[CH:12][N:11]=1.C[Si]([N-][Si](C)(C)C)(C)C.[Li+].C1(C)C=CC=CC=1.[Si:61]([O:68][C@H:69]1[CH2:73][N:72]([CH3:74])[C@H:71]([CH:75]=O)[CH2:70]1)([C:64]([CH3:67])([CH3:66])[CH3:65])([CH3:63])[CH3:62]. Product: [Si:61]([O:68][C@H:69]1[CH2:73][N:72]([CH3:74])[C@H:71](/[CH:75]=[CH:29]/[C:28]([NH:27][C:24]2[CH:25]=[C:26]3[C:21](=[CH:22][C:23]=2[O:39][CH2:40][CH3:41])[N:20]=[CH:19][C:18]([C:42]#[N:43])=[C:17]3[NH:16][C:4]2[CH:5]=[CH:6][C:7]([O:8][CH2:9][C:10]3[CH:15]=[CH:14][CH:13]=[CH:12][N:11]=3)=[C:2]([Cl:1])[CH:3]=2)=[O:38])[CH2:70]1)([C:64]([CH3:67])([CH3:66])[CH3:65])([CH3:62])[CH3:63]. The catalyst class is: 7. (4) Reactant: [C:1]([O:5][C:6](=[O:26])[NH:7][CH:8]1[CH2:13][CH2:12][N:11]([S:14]([C:17]2[CH:22]=[CH:21][C:20]([N+:23]([O-])=O)=[CH:19][CH:18]=2)(=[O:16])=[O:15])[CH2:10][CH2:9]1)([CH3:4])([CH3:3])[CH3:2].C(O)C.[Cl-].[NH4+]. Product: [C:1]([O:5][C:6](=[O:26])[NH:7][CH:8]1[CH2:9][CH2:10][N:11]([S:14]([C:17]2[CH:18]=[CH:19][C:20]([NH2:23])=[CH:21][CH:22]=2)(=[O:16])=[O:15])[CH2:12][CH2:13]1)([CH3:4])([CH3:2])[CH3:3]. The catalyst class is: 150. (5) Reactant: [CH2:1]1[C:10]2[C:5](=[CH:6][C:7]([OH:11])=[CH:8][CH:9]=2)[CH2:4][CH2:3][NH:2]1.Br[CH2:13][C:14]1[CH:19]=[C:18]([C:20]([F:23])([F:22])[F:21])[CH:17]=[C:16]([C:24]([F:27])([F:26])[F:25])[CH:15]=1.C([O-])([O-])=O.[K+].[K+]. Product: [F:21][C:20]([F:22])([F:23])[C:18]1[CH:19]=[C:14]([CH:15]=[C:16]([C:24]([F:27])([F:25])[F:26])[CH:17]=1)[CH2:13][N:2]1[CH2:3][CH2:4][C:5]2[C:10](=[CH:9][CH:8]=[C:7]([OH:11])[CH:6]=2)[CH2:1]1. The catalyst class is: 23. (6) Reactant: P(Cl)(Cl)(Cl)(Cl)[Cl:2].[Na+].[CH2:8]=[CH:9][C:10]1[CH:15]=[CH:14][C:13]([S:16]([O-:19])(=O)=[O:17])=[CH:12][CH:11]=1. Product: [CH2:8]=[CH:9][C:10]1[CH:15]=[CH:14][C:13]([S:16]([Cl:2])(=[O:19])=[O:17])=[CH:12][CH:11]=1. The catalyst class is: 6. (7) Reactant: [CH2:1]([N:8]1[CH2:12][C@@H:11]([CH3:13])[C@H:10]([C:14]([OH:16])=O)[CH2:9]1)[C:2]1[CH:7]=[CH:6][CH:5]=[CH:4][CH:3]=1.C(N1C=CN=C1)(N1C=CN=C1)=O.[CH:29]1([NH2:32])[CH2:31][CH2:30]1. Product: [CH2:1]([N:8]1[CH2:12][C@@H:11]([CH3:13])[C@H:10]([C:14]([NH:32][CH:29]2[CH2:31][CH2:30]2)=[O:16])[CH2:9]1)[C:2]1[CH:3]=[CH:4][CH:5]=[CH:6][CH:7]=1. The catalyst class is: 4.